From a dataset of Forward reaction prediction with 1.9M reactions from USPTO patents (1976-2016). Predict the product of the given reaction. Given the reactants Br[C:2]1[N:7]=[C:6]([CH2:8][N:9]2[CH2:14][CH2:13][CH:12]([CH2:15][CH2:16][C:17]3[CH:22]=[CH:21][CH:20]=[C:19]4[O:23][CH2:24][O:25][C:18]=34)[CH2:11][CH2:10]2)[CH:5]=[CH:4][CH:3]=1.[OH2:26].[CH3:27]O.C[O-].[Na+], predict the reaction product. The product is: [CH3:27][O:26][C:2]1[N:7]=[C:6]([CH2:8][N:9]2[CH2:14][CH2:13][CH:12]([CH2:15][CH2:16][C:17]3[CH:22]=[CH:21][CH:20]=[C:19]4[O:23][CH2:24][O:25][C:18]=34)[CH2:11][CH2:10]2)[CH:5]=[CH:4][CH:3]=1.